From a dataset of Peptide-MHC class II binding affinity with 134,281 pairs from IEDB. Regression. Given a peptide amino acid sequence and an MHC pseudo amino acid sequence, predict their binding affinity value. This is MHC class II binding data. (1) The peptide sequence is NKGILVTVNPIASTN. The MHC is DRB5_0101 with pseudo-sequence DRB5_0101. The binding affinity (normalized) is 0.445. (2) The peptide sequence is APWLDLVRKLGVLAG. The MHC is DRB3_0202 with pseudo-sequence DRB3_0202. The binding affinity (normalized) is 0.0259. (3) The peptide sequence is GAQLGELYYAIYKAS. The MHC is DRB3_0101 with pseudo-sequence DRB3_0101. The binding affinity (normalized) is 0.392. (4) The peptide sequence is FEAAFNDAIKASTGG. The MHC is DRB5_0101 with pseudo-sequence DRB5_0101. The binding affinity (normalized) is 0.404. (5) The binding affinity (normalized) is 0.635. The peptide sequence is GCIHMARSLANEWRD. The MHC is DRB1_1501 with pseudo-sequence DRB1_1501. (6) The peptide sequence is FIRINNLKVKMAQED. The MHC is DRB4_0101 with pseudo-sequence DRB4_0103. The binding affinity (normalized) is 0.335. (7) The peptide sequence is KYQEFFWDANDIYRI. The MHC is DRB1_1302 with pseudo-sequence DRB1_1302. The binding affinity (normalized) is 0.728.